Dataset: NCI-60 drug combinations with 297,098 pairs across 59 cell lines. Task: Regression. Given two drug SMILES strings and cell line genomic features, predict the synergy score measuring deviation from expected non-interaction effect. (1) Drug 1: C1=CC=C(C(=C1)C(C2=CC=C(C=C2)Cl)C(Cl)Cl)Cl. Drug 2: C1=NC2=C(N=C(N=C2N1C3C(C(C(O3)CO)O)F)Cl)N. Cell line: NCI-H522. Synergy scores: CSS=6.92, Synergy_ZIP=-2.01, Synergy_Bliss=2.09, Synergy_Loewe=-9.32, Synergy_HSA=0.670. (2) Drug 1: CN(C)C1=NC(=NC(=N1)N(C)C)N(C)C. Drug 2: CC1=C(C(=O)C2=C(C1=O)N3CC4C(C3(C2COC(=O)N)OC)N4)N. Cell line: OVCAR-4. Synergy scores: CSS=-5.10, Synergy_ZIP=-0.481, Synergy_Bliss=-2.73, Synergy_Loewe=-13.2, Synergy_HSA=-6.00. (3) Drug 1: CC(C1=C(C=CC(=C1Cl)F)Cl)OC2=C(N=CC(=C2)C3=CN(N=C3)C4CCNCC4)N. Drug 2: CC1C(C(=O)NC(C(=O)N2CCCC2C(=O)N(CC(=O)N(C(C(=O)O1)C(C)C)C)C)C(C)C)NC(=O)C3=C4C(=C(C=C3)C)OC5=C(C(=O)C(=C(C5=N4)C(=O)NC6C(OC(=O)C(N(C(=O)CN(C(=O)C7CCCN7C(=O)C(NC6=O)C(C)C)C)C)C(C)C)C)N)C. Cell line: K-562. Synergy scores: CSS=41.8, Synergy_ZIP=16.7, Synergy_Bliss=15.4, Synergy_Loewe=16.3, Synergy_HSA=16.3. (4) Drug 1: C1CCC(C1)C(CC#N)N2C=C(C=N2)C3=C4C=CNC4=NC=N3. Drug 2: C1CN1P(=S)(N2CC2)N3CC3. Synergy scores: CSS=24.4, Synergy_ZIP=-0.466, Synergy_Bliss=0.229, Synergy_Loewe=-21.7, Synergy_HSA=-0.940. Cell line: CCRF-CEM. (5) Drug 1: CC12CCC(CC1=CCC3C2CCC4(C3CC=C4C5=CN=CC=C5)C)O. Drug 2: C1CN(CCN1C(=O)CCBr)C(=O)CCBr. Cell line: SF-268. Synergy scores: CSS=5.16, Synergy_ZIP=-8.07, Synergy_Bliss=0.585, Synergy_Loewe=-9.19, Synergy_HSA=-0.716. (6) Drug 1: CCC1(CC2CC(C3=C(CCN(C2)C1)C4=CC=CC=C4N3)(C5=C(C=C6C(=C5)C78CCN9C7C(C=CC9)(C(C(C8N6C=O)(C(=O)OC)O)OC(=O)C)CC)OC)C(=O)OC)O.OS(=O)(=O)O. Drug 2: C1=NC2=C(N=C(N=C2N1C3C(C(C(O3)CO)O)O)F)N. Cell line: M14. Synergy scores: CSS=25.5, Synergy_ZIP=-9.27, Synergy_Bliss=-2.24, Synergy_Loewe=-49.2, Synergy_HSA=-0.270.